Task: Regression. Given a peptide amino acid sequence and an MHC pseudo amino acid sequence, predict their binding affinity value. This is MHC class I binding data.. Dataset: Peptide-MHC class I binding affinity with 185,985 pairs from IEDB/IMGT (1) The peptide sequence is SGLSEEEVR. The MHC is HLA-A68:01 with pseudo-sequence HLA-A68:01. The binding affinity (normalized) is 0.248. (2) The peptide sequence is MYAAMAKAL. The MHC is H-2-Kd with pseudo-sequence H-2-Kd. The binding affinity (normalized) is 0.685. (3) The peptide sequence is CVNGSCFTV. The MHC is HLA-A02:01 with pseudo-sequence HLA-A02:01. The binding affinity (normalized) is 0.262. (4) The peptide sequence is QPAGGKAEF. The MHC is HLA-B57:01 with pseudo-sequence HLA-B57:01. The binding affinity (normalized) is 0.0847. (5) The MHC is HLA-B07:02 with pseudo-sequence HLA-B07:02. The peptide sequence is YERGNIIIF. The binding affinity (normalized) is 0.0847. (6) The peptide sequence is LASAMRMLW. The MHC is HLA-B58:01 with pseudo-sequence HLA-B58:01. The binding affinity (normalized) is 1.00.